This data is from Reaction yield outcomes from USPTO patents with 853,638 reactions. The task is: Predict the reaction yield, written as a fraction of the theoretical maximum amount of product (1.0 means a 100% yield; for example, 0.34 means a 34% yield). (1) The reactants are Br.[N:2]1[CH:7]=[CH:6][CH:5]=[C:4]([O:8][C:9]2[CH:14]=[CH:13][C:12]([C:15]3[O:19][C:18]([NH2:20])=[N:17][N:16]=3)=[CH:11][CH:10]=2)[CH:3]=1.[Br:21][C:22]1[CH:30]=[CH:29][C:25]([C:26](Cl)=[O:27])=[CH:24][CH:23]=1. The catalyst is N1C=CC=CC=1.CO. The product is [Br:21][C:22]1[CH:30]=[CH:29][C:25]([C:26]([NH:20][C:18]2[O:19][C:15]([C:12]3[CH:11]=[CH:10][C:9]([O:8][C:4]4[CH:3]=[N:2][CH:7]=[CH:6][CH:5]=4)=[CH:14][CH:13]=3)=[N:16][N:17]=2)=[O:27])=[CH:24][CH:23]=1. The yield is 0.212. (2) The reactants are C[CH2:2][N:3](C(C)C)C(C)C.C([C:12]1[CH:13]=[C:14]([N:18]2[CH:22]=[C:21]([C:23]([OH:25])=O)[N:20]=[N:19]2)[CH:15]=[CH:16][CH:17]=1)#N.NC1C=C(C=CC=1)C#N.C1C=CC2N(O)N=NC=2C=1.CCN=C=NCCCN(C)C.Cl.[NH2:57][CH2:58][C:59]([N:61]1[CH2:66][CH2:65][CH:64]([O:67][C:68]2[CH:73]=[CH:72][CH:71]=[C:70]([C:74]([F:77])([F:76])[F:75])[CH:69]=2)[CH2:63][CH2:62]1)=[O:60]. The catalyst is CN(C=O)C.O. The product is [O:60]=[C:59]([N:61]1[CH2:62][CH2:63][CH:64]([O:67][C:68]2[CH:73]=[CH:72][CH:71]=[C:70]([C:74]([F:77])([F:75])[F:76])[CH:69]=2)[CH2:65][CH2:66]1)[CH2:58][NH:57][C:23]([C:21]1[N:20]=[N:19][N:18]([C:14]2[CH:13]=[CH:12][CH:17]=[CH:16][C:15]=2[C:2]#[N:3])[CH:22]=1)=[O:25]. The yield is 0.160.